This data is from Reaction yield outcomes from USPTO patents with 853,638 reactions. The task is: Predict the reaction yield, written as a fraction of the theoretical maximum amount of product (1.0 means a 100% yield; for example, 0.34 means a 34% yield). (1) The reactants are [Br:1][C:2]1[C:7](=[O:8])[N:6]([C:9]2[CH:10]=[C:11]([CH:15]=[CH:16][C:17]=2[CH3:18])[C:12](O)=[O:13])[C:5]([CH3:19])=[N:4][C:3]=1[O:20][CH2:21][C:22]1[CH:27]=[CH:26][C:25]([F:28])=[CH:24][C:23]=1[F:29].C(OC(Cl)=O)C(C)C.[CH3:38][N:39]1CCOCC1. No catalyst specified. The product is [Br:1][C:2]1[C:7](=[O:8])[N:6]([C:9]2[CH:10]=[C:11]([CH:15]=[CH:16][C:17]=2[CH3:18])[C:12]([NH:39][CH3:38])=[O:13])[C:5]([CH3:19])=[N:4][C:3]=1[O:20][CH2:21][C:22]1[CH:27]=[CH:26][C:25]([F:28])=[CH:24][C:23]=1[F:29]. The yield is 0.960. (2) The reactants are ClC(Cl)(OC(=O)[O:6][C:7]([Cl:10])(Cl)Cl)Cl.[Cl:13][C:14]1[CH:15]=[C:16]([CH:21]2[CH:25]([CH:26]([O:28][C:29]3[CH:34]=[CH:33][C:32]([C:35]([F:38])([F:37])[F:36])=[CH:31][CH:30]=3)[CH3:27])[CH2:24][NH:23][CH2:22]2)[CH:17]=[CH:18][C:19]=1[Cl:20].N1C=CC=CC=1. The catalyst is C(Cl)Cl. The product is [Cl:13][C:14]1[CH:15]=[C:16]([CH:21]2[CH:25]([CH:26]([O:28][C:29]3[CH:30]=[CH:31][C:32]([C:35]([F:37])([F:38])[F:36])=[CH:33][CH:34]=3)[CH3:27])[CH2:24][N:23]([C:7]([Cl:10])=[O:6])[CH2:22]2)[CH:17]=[CH:18][C:19]=1[Cl:20]. The yield is 0.500. (3) The reactants are [Si:1]([O:8][C@H:9]([C@@H:14]([CH3:27])[CH2:15][C@H:16]([CH2:18][O:19][Si:20]([C:23]([CH3:26])([CH3:25])[CH3:24])([CH3:22])[CH3:21])[CH3:17])[C@@H:10]([CH3:13])[C:11]#[CH:12])([C:4]([CH3:7])([CH3:6])[CH3:5])([CH3:3])[CH3:2].[Li]CCCC.[Si:33]([O:40][C@H:41]([C@H:49]([CH3:73])/[CH:50]=[CH:51]/[CH2:52][O:53][C:54]([C:67]1[CH:72]=[CH:71][CH:70]=[CH:69][CH:68]=1)([C:61]1[CH:66]=[CH:65][CH:64]=[CH:63][CH:62]=1)[C:55]1[CH:60]=[CH:59][CH:58]=[CH:57][CH:56]=1)[CH2:42][C:43](N(OC)C)=[O:44])([C:36]([CH3:39])([CH3:38])[CH3:37])([CH3:35])[CH3:34]. The catalyst is C1COCC1. The product is [Si:33]([O:40][C@@H:41]([CH2:42][C:43](=[O:44])[C:12]#[C:11][C@H:10]([CH3:13])[C@H:9]([O:8][Si:1]([C:4]([CH3:7])([CH3:6])[CH3:5])([CH3:3])[CH3:2])[C@@H:14]([CH3:27])[CH2:15][C@@H:16]([CH3:17])[CH2:18][O:19][Si:20]([C:23]([CH3:24])([CH3:25])[CH3:26])([CH3:22])[CH3:21])[C@H:49]([CH3:73])/[CH:50]=[CH:51]/[CH2:52][O:53][C:54]([C:67]1[CH:72]=[CH:71][CH:70]=[CH:69][CH:68]=1)([C:61]1[CH:66]=[CH:65][CH:64]=[CH:63][CH:62]=1)[C:55]1[CH:56]=[CH:57][CH:58]=[CH:59][CH:60]=1)([C:36]([CH3:39])([CH3:37])[CH3:38])([CH3:35])[CH3:34]. The yield is 0.930. (4) The reactants are [NH:1]1[C:5]2[CH:6]=[CH:7][CH:8]=[CH:9][C:4]=2[N:3]=[C:2]1[CH2:10][N:11]([CH2:22][C:23]1[CH:30]=[CH:29][C:26]([CH:27]=O)=[CH:25][CH:24]=1)[CH:12]1[C:21]2[N:20]=[CH:19][CH:18]=[CH:17][C:16]=2[CH2:15][CH2:14][CH2:13]1.[NH:31]1[CH2:35][CH2:34][CH2:33][CH2:32]1.CC(O)=O.[BH-](OC(C)=O)(OC(C)=O)OC(C)=O.[Na+]. The catalyst is C1COCC1. The product is [NH:1]1[C:5]2[CH:6]=[CH:7][CH:8]=[CH:9][C:4]=2[N:3]=[C:2]1[CH2:10][N:11]([CH2:22][C:23]1[CH:30]=[CH:29][C:26]([CH2:27][N:31]2[CH2:35][CH2:34][CH2:33][CH2:32]2)=[CH:25][CH:24]=1)[CH:12]1[C:21]2[N:20]=[CH:19][CH:18]=[CH:17][C:16]=2[CH2:15][CH2:14][CH2:13]1. The yield is 0.960. (5) The reactants are [NH2:1][C:2]1[CH:7]=[C:6]([Cl:8])[CH:5]=[CH:4][N:3]=1.C1C(=O)N([I:16])C(=O)C1. The catalyst is CN(C=O)C. The product is [Cl:8][C:6]1[C:5]([I:16])=[CH:4][N:3]=[C:2]([NH2:1])[CH:7]=1. The yield is 0.620.